The task is: Predict which catalyst facilitates the given reaction.. This data is from Catalyst prediction with 721,799 reactions and 888 catalyst types from USPTO. (1) Reactant: [C:1](#[N:4])[CH2:2][CH3:3].C([Li])(C)(C)C.[OH:10][N:11]=[C:12](Cl)[CH2:13][CH2:14][CH2:15][CH2:16][CH2:17][CH2:18][CH2:19][CH2:20][CH3:21]. Product: [CH3:3][C:2]1[C:12]([CH2:13][CH2:14][CH2:15][CH2:16][CH2:17][CH2:18][CH2:19][CH2:20][CH3:21])=[N:11][O:10][C:1]=1[NH2:4]. The catalyst class is: 1. (2) Reactant: Cl.[Cl:2][C:3]1[C:4]([NH:13][C@H:14]2[CH2:18][CH2:17][CH2:16][C@@H:15]2[NH2:19])=[N:5][CH:6]=[C:7]([C:9]([F:12])([F:11])[F:10])[CH:8]=1.[N:20]1[N:21]([C:25]2[C:26]([C:31](O)=[O:32])=[N:27][CH:28]=[CH:29][CH:30]=2)[N:22]=[CH:23][CH:24]=1.C(Cl)CCl.N1C2C(=NC=CC=2)N(O)N=1.C(N(CC)CC)C. Product: [Cl:2][C:3]1[C:4]([NH:13][C@H:14]2[CH2:18][CH2:17][CH2:16][C@@H:15]2[NH:19][C:31]([C:26]2[C:25]([N:21]3[N:22]=[CH:23][CH:24]=[N:20]3)=[CH:30][CH:29]=[CH:28][N:27]=2)=[O:32])=[N:5][CH:6]=[C:7]([C:9]([F:12])([F:10])[F:11])[CH:8]=1. The catalyst class is: 2. (3) Reactant: Br[C:2]1[CH:3]=[N:4][C:5](Cl)=[N:6][CH:7]=1.[CH:9]1[C:17]2[C:16]3[CH:18]=[CH:19][CH:20]=[CH:21][C:15]=3[S:14][C:13]=2[C:12]([C:22]2[CH:23]=[C:24](B(O)O)[CH:25]=[CH:26][CH:27]=2)=[CH:11][CH:10]=1.C(=O)([O-])[O-].[Na+].[Na+].CN1[CH2:43][CH2:42][CH2:41]N(C)C1=O. Product: [CH:9]1[C:17]2[C:16]3[CH:18]=[CH:19][CH:20]=[CH:21][C:15]=3[S:14][C:13]=2[C:12]([C:22]2[CH:23]=[C:24]([C:5]3[N:4]=[CH:3][C:2]([C:42]4[CH:43]=[CH:26][CH:27]=[C:22]([C:12]5[C:13]6[S:14][C:15]7[CH:21]=[CH:20][CH:19]=[CH:18][C:16]=7[C:17]=6[CH:9]=[CH:10][CH:11]=5)[CH:41]=4)=[CH:7][N:6]=3)[CH:25]=[CH:26][CH:27]=2)=[CH:11][CH:10]=1. The catalyst class is: 189. (4) Reactant: [CH2:1]([O:3][C:4]([CH:6]1[CH2:11][C:10](=O)[CH2:9][CH2:8][N:7]1CC1C=CC=CC=1)=[O:5])[CH3:2].[NH:20]1[CH2:24][CH2:23][CH2:22][CH2:21]1.C(O)(=O)C.C(O[BH-](OC(=O)C)OC(=O)C)(=O)C.[Na+].[CH3:55][C:54]([O:53][C:51](O[C:51]([O:53][C:54]([CH3:57])([CH3:56])[CH3:55])=[O:52])=[O:52])([CH3:57])[CH3:56]. Product: [CH3:2][CH2:1][O:3][C:4]([C@H:6]1[CH2:11][C@H:10]([N:20]2[CH2:24][CH2:23][CH2:22][CH2:21]2)[CH2:9][CH2:8][N:7]1[C:51]([O:53][C:54]([CH3:55])([CH3:56])[CH3:57])=[O:52])=[O:5]. The catalyst class is: 707.